From a dataset of Full USPTO retrosynthesis dataset with 1.9M reactions from patents (1976-2016). Predict the reactants needed to synthesize the given product. (1) Given the product [F:1][C:2]1[CH:22]=[CH:21][C:5]([CH2:6][NH:7][C:8]([C:10]2[S:14][C:13]([C:15]3[CH:19]=[CH:18][N:17]([CH2:24][CH2:25][C:26]4[C:34]5[C:29](=[CH:30][CH:31]=[CH:32][CH:33]=5)[NH:28][CH:27]=4)[N:16]=3)=[N:12][C:11]=2[CH3:20])=[O:9])=[CH:4][CH:3]=1, predict the reactants needed to synthesize it. The reactants are: [F:1][C:2]1[CH:22]=[CH:21][C:5]([CH2:6][NH:7][C:8]([C:10]2[S:14][C:13]([C:15]3[NH:16][N:17]=[CH:18][CH:19]=3)=[N:12][C:11]=2[CH3:20])=[O:9])=[CH:4][CH:3]=1.Br[CH2:24][CH2:25][C:26]1[C:34]2[C:29](=[CH:30][CH:31]=[CH:32][CH:33]=2)[NH:28][CH:27]=1. (2) Given the product [C:17]([O:16][C:14]([N:9]1[CH2:8][CH2:7][C:6]2[C:4]([OH:3])=[N:30][CH:29]=[N:31][C:12]=2[CH2:11][CH2:10]1)=[O:15])([CH3:20])([CH3:19])[CH3:18], predict the reactants needed to synthesize it. The reactants are: C([O:3][C:4]([CH:6]1[C:12](=O)[CH2:11][CH2:10][N:9]([C:14]([O:16][C:17]([CH3:20])([CH3:19])[CH3:18])=[O:15])[CH2:8][CH2:7]1)=O)C.CC[O-].[Na+].C(O)(=O)C.[CH:29]([NH2:31])=[NH:30].